This data is from Forward reaction prediction with 1.9M reactions from USPTO patents (1976-2016). The task is: Predict the product of the given reaction. Given the reactants O=[C:2]1[C:11]2[C:6](=[CH:7][CH:8]=[C:9]3[S:14][CH:13]=[CH:12][C:10]3=2)[NH:5][CH:4]=[C:3]1[C:15]([O:17][CH2:18][CH3:19])=[O:16].O=P(Cl)(Cl)[Cl:22].[OH-].[Na+], predict the reaction product. The product is: [Cl:22][C:2]1[C:11]2[C:6](=[CH:7][CH:8]=[C:9]3[S:14][CH:13]=[CH:12][C:10]3=2)[N:5]=[CH:4][C:3]=1[C:15]([O:17][CH2:18][CH3:19])=[O:16].